This data is from Catalyst prediction with 721,799 reactions and 888 catalyst types from USPTO. The task is: Predict which catalyst facilitates the given reaction. (1) Reactant: [CH2:1]([C:3]1[N:13]([CH2:14][C:15]2[CH:28]=[CH:27][C:18]([CH:19](O)[C:20]3[CH:25]=[CH:24][CH:23]=[CH:22][CH:21]=3)=[CH:17][CH:16]=2)[C:6]2=[N:7][C:8]([CH3:12])=[CH:9][C:10]([CH3:11])=[C:5]2[N:4]=1)[CH3:2].C1(P([N:43]=[N+:44]=[N-:45])(C2C=CC=CC=2)=O)C=CC=CC=1.C1CCN2C(=NCCC2)CC1. Product: [CH2:1]([C:3]1[N:13]([CH2:14][C:15]2[CH:28]=[CH:27][C:18]([CH:19]([N:43]=[N+:44]=[N-:45])[C:20]3[CH:25]=[CH:24][CH:23]=[CH:22][CH:21]=3)=[CH:17][CH:16]=2)[C:6]2=[N:7][C:8]([CH3:12])=[CH:9][C:10]([CH3:11])=[C:5]2[N:4]=1)[CH3:2]. The catalyst class is: 11. (2) Reactant: [H-].[Li+].C([Al+]CC(C)C)C(C)C.[H-].C([O:16][C:17](=O)[C:18]1[CH:23]=[CH:22][CH:21]=[C:20]([CH:24]([CH3:26])[CH3:25])[C:19]=1[O:27][CH2:28][CH2:29][CH3:30])CC. Product: [CH:24]([C:20]1[C:19]([O:27][CH2:28][CH2:29][CH3:30])=[C:18]([CH2:17][OH:16])[CH:23]=[CH:22][CH:21]=1)([CH3:26])[CH3:25]. The catalyst class is: 1. (3) Reactant: [H-].[Na+].[Si:3]([O:10][CH:11]1[CH2:16][CH2:15][N:14]([C:17]([C:30]2[CH:35]=[CH:34][CH:33]=[CH:32][CH:31]=2)([C:24]2[CH:29]=[CH:28][CH:27]=[CH:26][CH:25]=2)[C:18]2[CH:23]=[CH:22][CH:21]=[CH:20][CH:19]=2)[CH2:13]/[C:12]/1=[CH:36]\[CH2:37]OS(C1C=CC(C)=CC=1)(=O)=O)([C:6]([CH3:9])([CH3:8])[CH3:7])([CH3:5])[CH3:4].[CH2:49]([O:51][C:52]([CH2:54][CH2:55][N:56]1[CH2:61][CH2:60][NH:59][C:58](=[O:62])[CH2:57]1)=[O:53])[CH3:50].[Cl-].[Na+]. Product: [Si:3]([O:10][CH:11]1[CH2:16][CH2:15][N:14]([C:17]([C:30]2[CH:31]=[CH:32][CH:33]=[CH:34][CH:35]=2)([C:24]2[CH:29]=[CH:28][CH:27]=[CH:26][CH:25]=2)[C:18]2[CH:19]=[CH:20][CH:21]=[CH:22][CH:23]=2)[CH2:13]/[C:12]/1=[CH:36]\[CH2:37][N:59]1[CH2:60][CH2:61][N:56]([CH2:55][CH2:54][C:52]([O:51][CH2:49][CH3:50])=[O:53])[CH2:57][C:58]1=[O:62])([C:6]([CH3:9])([CH3:8])[CH3:7])([CH3:4])[CH3:5]. The catalyst class is: 9. (4) Reactant: [Cl:1][C:2]1[CH:3]=[CH:4][C:5]([C:8](OC)=[O:9])=[N:6][CH:7]=1.[BH4-].[Na+].O.CCOC(C)=O. Product: [Cl:1][C:2]1[CH:3]=[CH:4][C:5]([CH2:8][OH:9])=[N:6][CH:7]=1. The catalyst class is: 5. (5) Reactant: [CH2:1]([NH:3][C:4]1[S:5][C@H:6]2[O:12][C@H:11]([CH2:13][OH:14])[C@@H:10]([OH:15])[C@H:9]([OH:16])[C@H:7]2[N:8]=1)[CH3:2].CCN(C(C)C)C(C)C.[CH3:26][C:27]([O:30][C:31](O[C:31]([O:30][C:27]([CH3:29])([CH3:28])[CH3:26])=[O:32])=[O:32])([CH3:29])[CH3:28].CO. Product: [OH:15][C@@H:10]1[C@@H:11]([CH2:13][OH:14])[O:12][C@H:6]2[C@H:7]([N:8]=[C:4]([N:3]([CH2:1][CH3:2])[C:31](=[O:32])[O:30][C:27]([CH3:29])([CH3:28])[CH3:26])[S:5]2)[C@H:9]1[OH:16]. The catalyst class is: 3. (6) Reactant: S(O[CH2:6][CH2:7][C:8]1[CH:13]=[CH:12][C:11]([N:14]2[CH2:19][CH2:18][O:17][CH2:16][CH2:15]2)=[CH:10][CH:9]=1)(=O)(=O)C.[NH:20]1[CH2:26][CH2:25][CH2:24][C@@H:21]1[CH2:22][OH:23].C(=O)([O-])[O-].[Na+].[Na+]. Product: [OH:23][CH2:22][C@H:21]1[CH2:24][CH2:25][CH2:26][N:20]1[CH2:6][CH2:7][C:8]1[CH:13]=[CH:12][C:11]([N:14]2[CH2:19][CH2:18][O:17][CH2:16][CH2:15]2)=[CH:10][CH:9]=1. The catalyst class is: 10. (7) Reactant: [CH3:1][S:2](Cl)(=[O:4])=[O:3].[C:6]([NH2:14])([CH2:9][C:10]([CH3:13])([CH3:12])[CH3:11])([CH3:8])[CH3:7].C(N(CC)CC)C.Cl. Product: [CH3:7][C:6]([NH:14][S:2]([CH3:1])(=[O:4])=[O:3])([CH3:8])[CH2:9][C:10]([CH3:13])([CH3:12])[CH3:11]. The catalyst class is: 4. (8) Reactant: [CH3:1][C:2]1[CH:3]=[C:4]([CH:6]=[C:7]([C:9]([F:12])([F:11])[F:10])[CH:8]=1)[NH2:5].C1C(=O)N([Br:20])C(=O)C1. Product: [Br:20][C:8]1[C:7]([C:9]([F:10])([F:11])[F:12])=[CH:6][C:4]([NH2:5])=[CH:3][C:2]=1[CH3:1]. The catalyst class is: 2.